From a dataset of Peptide-MHC class I binding affinity with 185,985 pairs from IEDB/IMGT. Regression. Given a peptide amino acid sequence and an MHC pseudo amino acid sequence, predict their binding affinity value. This is MHC class I binding data. The peptide sequence is VFLPNTHNL. The binding affinity (normalized) is 0.0847. The MHC is HLA-B40:01 with pseudo-sequence HLA-B40:01.